From a dataset of Full USPTO retrosynthesis dataset with 1.9M reactions from patents (1976-2016). Predict the reactants needed to synthesize the given product. (1) Given the product [Cl:30][C:15]1[N:8]=[C:9]2[N:13]([CH:14]=1)[N:12]=[C:11]([CH2:18][O:19][CH3:20])[S:10]2, predict the reactants needed to synthesize it. The reactants are: C(OC([N:8]=[C:9]1[N:13]([CH2:14][C:15](O)=O)[N:12]=[C:11]([CH2:18][O:19][CH3:20])[S:10]1)=O)(C)(C)C.C(N(CC)CC)C.P(Cl)(Cl)([Cl:30])=O.O. (2) The reactants are: [CH:1]([O:4][C:5]([N:7]1[C@H:16]([C:17](O)=[O:18])[CH2:15][C:14]2[C:9](=[CH:10][C:11]([OH:23])=[C:12]([N+:20]([O-:22])=[O:21])[CH:13]=2)[CH2:8]1)=[O:6])([CH3:3])[CH3:2].Cl.[CH3:25][O:26][C:27](=[O:45])[C@@H:28]([NH2:44])[CH2:29][C:30]1[CH:35]=[CH:34][C:33]([C:36]2[CH:41]=[CH:40][C:39]([C:42]#[N:43])=[CH:38][CH:37]=2)=[CH:32][CH:31]=1. Given the product [CH:1]([O:4][C:5]([N:7]1[C@H:16]([C:17](=[O:18])[NH:44][C@H:28]([C:27]([O:26][CH3:25])=[O:45])[CH2:29][C:30]2[CH:31]=[CH:32][C:33]([C:36]3[CH:41]=[CH:40][C:39]([C:42]#[N:43])=[CH:38][CH:37]=3)=[CH:34][CH:35]=2)[CH2:15][C:14]2[C:9](=[CH:10][C:11]([OH:23])=[C:12]([N+:20]([O-:22])=[O:21])[CH:13]=2)[CH2:8]1)=[O:6])([CH3:2])[CH3:3], predict the reactants needed to synthesize it. (3) Given the product [C:34]([C:26]1[C:27]2[C:32]([CH3:33])=[N:31][CH:30]=[N:29][C:28]=2[N:24]([C@H:22]2[CH2:21][C@@H:19]3[O:20][CH:15]([C:12]4[CH:11]=[CH:10][C:9]([O:8][CH3:7])=[CH:14][CH:13]=4)[O:16][CH2:17][C@@H:18]3[CH2:23]2)[CH:25]=1)#[CH:35], predict the reactants needed to synthesize it. The reactants are: C(=O)([O-])[O-].[K+].[K+].[CH3:7][O:8][C:9]1[CH:14]=[CH:13][C:12]([CH:15]2[O:20][C@H:19]3[CH2:21][C@H:22]([N:24]4[C:28]5[N:29]=[CH:30][N:31]=[C:32]([CH3:33])[C:27]=5[C:26]([C:34]#[C:35][Si](C)(C)C)=[CH:25]4)[CH2:23][C@H:18]3[CH2:17][O:16]2)=[CH:11][CH:10]=1. (4) The reactants are: [C:1]([O:5][C:6](=[O:31])[CH2:7][C:8]1[CH:13]=[CH:12][CH:11]=[C:10]([N:14]2[CH2:30][CH2:29][C:17]3([NH:21][C:20](=[O:22])[N:19]([CH2:23][CH:24]4[CH2:27][CH2:26][CH2:25]4)[C:18]3=[O:28])[CH2:16][CH2:15]2)[CH:9]=1)([CH3:4])([CH3:3])[CH3:2].[F:32][C:33]([F:48])([F:47])[C:34]1[CH:39]=[CH:38][C:37]([CH2:40][CH2:41]OS(C)(=O)=O)=[CH:36][CH:35]=1. Given the product [C:1]([O:5][C:6](=[O:31])[CH2:7][C:8]1[CH:13]=[CH:12][CH:11]=[C:10]([N:14]2[CH2:30][CH2:29][C:17]3([N:21]([CH2:41][CH2:40][C:37]4[CH:36]=[CH:35][C:34]([C:33]([F:32])([F:47])[F:48])=[CH:39][CH:38]=4)[C:20](=[O:22])[N:19]([CH2:23][CH:24]4[CH2:25][CH2:26][CH2:27]4)[C:18]3=[O:28])[CH2:16][CH2:15]2)[CH:9]=1)([CH3:4])([CH3:2])[CH3:3], predict the reactants needed to synthesize it. (5) Given the product [OH:1][C:2]1[C:7]([CH:8]2[CH2:13][CH2:12][CH:11]([N:15]3[CH2:18][CH:17]([NH:19][C:20]([CH2:22][NH:23][C:24](=[O:35])[C:25]4[CH:30]=[CH:29][CH:28]=[C:27]([C:31]([F:34])([F:32])[F:33])[CH:26]=4)=[O:21])[CH2:16]3)[CH2:10][CH2:9]2)=[CH:6][CH:5]=[CH:4][N:3]=1, predict the reactants needed to synthesize it. The reactants are: [OH:1][C:2]1[C:7]([CH:8]2[CH2:13][CH2:12][C:11](=O)[CH2:10][CH2:9]2)=[CH:6][CH:5]=[CH:4][N:3]=1.[NH:15]1[CH2:18][CH:17]([NH:19][C:20]([CH2:22][NH:23][C:24](=[O:35])[C:25]2[CH:30]=[CH:29][CH:28]=[C:27]([C:31]([F:34])([F:33])[F:32])[CH:26]=2)=[O:21])[CH2:16]1. (6) Given the product [C:1]1([S:7]([N:10]([C:25]2[CH:30]=[C:29]([C:31]([F:32])([F:33])[F:34])[CH:28]=[CH:27][C:26]=2[Cl:35])[CH2:11][C:12]([NH:14][CH2:15][C:24]2[CH:19]=[CH:18][CH:17]=[CH:16][CH:36]=2)=[O:13])(=[O:9])=[O:8])[CH:6]=[CH:5][CH:4]=[CH:3][CH:2]=1, predict the reactants needed to synthesize it. The reactants are: [C:1]1([S:7]([N:10]([C:25]2[CH:30]=[C:29]([C:31]([F:34])([F:33])[F:32])[CH:28]=[CH:27][C:26]=2[Cl:35])[CH2:11][C:12]([NH:14][C:15]2[CH:16]=[CH:17][C:18]3SC(C)=N[C:19]=3[CH:24]=2)=[O:13])(=[O:9])=[O:8])[CH:6]=[CH:5][CH:4]=[CH:3][CH:2]=1.[CH2:36](N)C1C=CC=CC=1.CC1SC2C=CC(N)=CC=2N=1.